Dataset: Full USPTO retrosynthesis dataset with 1.9M reactions from patents (1976-2016). Task: Predict the reactants needed to synthesize the given product. (1) Given the product [CH2:1]([N:3]1[CH2:4][CH2:5][N:6]([CH2:9][CH2:10][O:11][C:12]2[CH:13]=[CH:14][C:15]([OH:40])=[C:16]([CH:39]=2)[C:17]([NH:19][C:20]2[CH:32]=[C:31]([C:33]3[CH:38]=[CH:37][CH:36]=[CH:35][CH:34]=3)[CH:30]=[CH:29][C:21]=2[C:22]([OH:24])=[O:23])=[O:18])[CH2:7][CH2:8]1)[CH3:2], predict the reactants needed to synthesize it. The reactants are: [CH2:1]([N:3]1[CH2:8][CH2:7][N:6]([CH2:9][CH2:10][O:11][C:12]2[CH:13]=[CH:14][C:15]([OH:40])=[C:16]([CH:39]=2)[C:17]([NH:19][C:20]2[CH:32]=[C:31]([C:33]3[CH:38]=[CH:37][CH:36]=[CH:35][CH:34]=3)[CH:30]=[CH:29][C:21]=2[C:22]([O:24]C(C)(C)C)=[O:23])=[O:18])[CH2:5][CH2:4]1)[CH3:2]. (2) Given the product [C:14]([C:12]1[CH:11]=[CH:10][C:3]([CH2:4][N:5]2[CH:9]=[CH:8][N:7]=[CH:6]2)=[C:2]([CH3:1])[CH:13]=1)#[CH:15], predict the reactants needed to synthesize it. The reactants are: [CH3:1][C:2]1[CH:13]=[C:12]([C:14]#[C:15][Si](C)(C)C)[CH:11]=[CH:10][C:3]=1[CH2:4][N:5]1[CH:9]=[CH:8][N:7]=[CH:6]1.C(=O)([O-])[O-].[K+].[K+]. (3) Given the product [N+:13]([C:16]1[CH:17]=[CH:18][C:19]([OH:24])=[C:20]([C:21]2[N:2]([CH3:1])[N:3]=[C:4]([C:6]3[C:11]([CH3:12])=[CH:10][CH:9]=[CH:8][N:7]=3)[N:5]=2)[CH:23]=1)([O-:15])=[O:14], predict the reactants needed to synthesize it. The reactants are: [CH3:1][NH:2][NH:3][C:4]([C:6]1[C:11]([CH3:12])=[CH:10][CH:9]=[CH:8][N:7]=1)=[NH:5].[N+:13]([C:16]1[CH:17]=[CH:18][C:19]([OH:24])=[C:20]([CH:23]=1)[CH:21]=O)([O-:15])=[O:14]. (4) Given the product [NH2:32][C:17]1[CH:16]=[C:15]([C:12]2[O:13][CH:14]=[C:10]([C:8]([N:4]3[CH2:5][CH2:6][CH2:7][C:2]([F:35])([F:1])[CH2:3]3)=[O:9])[N:11]=2)[CH:31]=[CH:30][C:18]=1[CH2:19][NH:20][C:21](=[O:29])[CH2:22][C:23]1[CH:24]=[CH:25][CH:26]=[CH:27][CH:28]=1, predict the reactants needed to synthesize it. The reactants are: [F:1][C:2]1([F:35])[CH2:7][CH2:6][CH2:5][N:4]([C:8]([C:10]2[N:11]=[C:12]([C:15]3[CH:31]=[CH:30][C:18]([CH2:19][NH:20][C:21](=[O:29])[CH2:22][C:23]4[CH:28]=[CH:27][CH:26]=[CH:25][CH:24]=4)=[C:17]([N+:32]([O-])=O)[CH:16]=3)[O:13][CH:14]=2)=[O:9])[CH2:3]1. (5) Given the product [CH3:1][C:2]1[CH:7]=[C:6]([CH3:8])[CH:5]=[CH:4][C:3]=1[NH:9][CH2:10][CH2:11][N:12]([CH2:19][C:20]1[CH:21]=[CH:22][C:23]([O:24][C:25]([CH3:34])([CH3:33])[C:26]([O:28][C:29]([CH3:30])([CH3:31])[CH3:32])=[O:27])=[CH:35][CH:36]=1)[CH2:13][C:14]1[O:15][CH:16]=[CH:17][CH:18]=1, predict the reactants needed to synthesize it. The reactants are: [CH3:1][C:2]1[CH:7]=[C:6]([CH3:8])[CH:5]=[CH:4][C:3]=1[NH:9][C:10](=O)[CH2:11][N:12]([CH2:19][C:20]1[CH:36]=[CH:35][C:23]([O:24][C:25]([CH3:34])([CH3:33])[C:26]([O:28][C:29]([CH3:32])([CH3:31])[CH3:30])=[O:27])=[CH:22][CH:21]=1)[CH2:13][C:14]1[O:15][CH:16]=[CH:17][CH:18]=1.B.CSC.C(=O)([O-])[O-].[Na+].[Na+]. (6) Given the product [Cl:38][C:30]1[CH:29]=[C:28]([C:26]2[O:25][N:24]=[C:23]([C:15]3[CH:14]=[CH:13][C:12]([CH2:3][CH2:4][CH2:5][C:6]([O:8][CH2:9][CH3:10])=[O:7])=[C:20]4[C:16]=3[CH:17]=[CH:18][N:19]4[CH2:21][CH3:22])[N:27]=2)[CH:33]=[CH:32][C:31]=1[O:34][CH:35]([CH3:37])[CH3:36], predict the reactants needed to synthesize it. The reactants are: Br[Zn][CH2:3][CH2:4][CH2:5][C:6]([O:8][CH2:9][CH3:10])=[O:7].Br[C:12]1[CH:13]=[CH:14][C:15]([C:23]2[N:27]=[C:26]([C:28]3[CH:33]=[CH:32][C:31]([O:34][CH:35]([CH3:37])[CH3:36])=[C:30]([Cl:38])[CH:29]=3)[O:25][N:24]=2)=[C:16]2[C:20]=1[N:19]([CH2:21][CH3:22])[CH:18]=[CH:17]2.C([O-])([O-])=O.[Cs+].[Cs+].